Dataset: Retrosynthesis with 50K atom-mapped reactions and 10 reaction types from USPTO. Task: Predict the reactants needed to synthesize the given product. The reactants are: C[C@@H](N)Cn1ccc(-c2ccc(C#N)c(Cl)c2)n1.O=C(O)c1csc(CN2CCCC2)n1. Given the product C[C@H](Cn1ccc(-c2ccc(C#N)c(Cl)c2)n1)NC(=O)c1csc(CN2CCCC2)n1, predict the reactants needed to synthesize it.